Dataset: Peptide-MHC class I binding affinity with 185,985 pairs from IEDB/IMGT. Task: Regression. Given a peptide amino acid sequence and an MHC pseudo amino acid sequence, predict their binding affinity value. This is MHC class I binding data. (1) The peptide sequence is RTLNLFRYK. The MHC is HLA-B45:06 with pseudo-sequence HLA-B45:06. The binding affinity (normalized) is 0.213. (2) The peptide sequence is VLKLRFWLI. The MHC is HLA-A02:01 with pseudo-sequence HLA-A02:01. The binding affinity (normalized) is 0.0847. (3) The peptide sequence is SLVLQTLPSM. The binding affinity (normalized) is 0.00225. The MHC is HLA-A01:01 with pseudo-sequence HLA-A01:01. (4) The peptide sequence is VTFRERYSYK. The MHC is HLA-A68:01 with pseudo-sequence HLA-A68:01. The binding affinity (normalized) is 0.904. (5) The binding affinity (normalized) is 0.188. The peptide sequence is GIIITVGML. The MHC is HLA-A02:01 with pseudo-sequence HLA-A02:01.